Dataset: Catalyst prediction with 721,799 reactions and 888 catalyst types from USPTO. Task: Predict which catalyst facilitates the given reaction. (1) Reactant: CO.C(=O)([O-])[O-].[Na+].[Na+].Br[C:10]1[CH:11]=[C:12]([F:25])[C:13]([C:16]#[C:17][Si:18]([C:21]([CH3:24])([CH3:23])[CH3:22])([CH3:20])[CH3:19])=[N:14][CH:15]=1.[Cl:26][C:27]1[CH:32]=[CH:31][C:30](OB(O)O)=[CH:29][CH:28]=1. Product: [Si:18]([C:17]#[C:16][C:13]1[C:12]([F:25])=[CH:11][C:10]([C:30]2[CH:31]=[CH:32][C:27]([Cl:26])=[CH:28][CH:29]=2)=[CH:15][N:14]=1)([C:21]([CH3:24])([CH3:23])[CH3:22])([CH3:20])[CH3:19]. The catalyst class is: 75. (2) Reactant: [F:1][C:2]1[CH:3]=[C:4]([C:35]2[C:36]([C:41]#[N:42])=[CH:37][CH:38]=[CH:39][CH:40]=2)[CH:5]=[CH:6][C:7]=1[CH2:8][C:9]1[C:10](=[O:34])[N:11]([CH:21]2[CH2:33][CH2:32][C:24]3([O:28][C@H:27]4[CH2:29][O:30][CH2:31][C@H:26]4[O:25]3)[CH2:23][CH2:22]2)[C:12]2[N:13]([N:18]=[CH:19][N:20]=2)[C:14]=1[CH2:15][CH2:16][CH3:17].C([BH3-])#N.[Na+].O1CCCC1. Product: [F:1][C:2]1[CH:3]=[C:4]([C:35]2[C:36]([C:41]#[N:42])=[CH:37][CH:38]=[CH:39][CH:40]=2)[CH:5]=[CH:6][C:7]=1[CH2:8][C:9]1[C:10](=[O:34])[N:11]([C@H:21]2[CH2:22][CH2:23][C@H:24]([O:25][C@H:26]3[C@@H:27]([OH:28])[CH2:29][O:30][CH2:31]3)[CH2:32][CH2:33]2)[C:12]2[N:13]([N:18]=[CH:19][N:20]=2)[C:14]=1[CH2:15][CH2:16][CH3:17]. The catalyst class is: 13. (3) Reactant: C(O[C:6](=O)[NH:7][C:8]1[N:9]([CH3:26])[N:10]=[C:11]2[C:16]=1[CH2:15][CH2:14][CH2:13][N:12]2[C:17]1[C:22]([CH3:23])=[CH:21][C:20]([CH3:24])=[CH:19][C:18]=1[CH3:25])(C)(C)C.[H-].[Al+3].[Li+].[H-].[H-].[H-]. Product: [CH3:6][NH:7][C:8]1[N:9]([CH3:26])[N:10]=[C:11]2[C:16]=1[CH2:15][CH2:14][CH2:13][N:12]2[C:17]1[C:22]([CH3:23])=[CH:21][C:20]([CH3:24])=[CH:19][C:18]=1[CH3:25]. The catalyst class is: 1. (4) Reactant: [O:1]([C:8]1[CH:9]=[C:10]([CH:19]=[CH:20][CH:21]=1)[CH2:11][N:12]1[CH2:17][CH2:16][CH2:15][CH2:14][C:13]1=[O:18])[C:2]1[CH:7]=[CH:6][CH:5]=[CH:4][CH:3]=1.C[Si]([N-][Si](C)(C)C)(C)C.[Li+].[CH2:32]([O:34][C:35](Cl)=[O:36])[CH3:33].C(OCC)(=O)C. Product: [CH2:32]([O:34][C:35]([CH:14]1[CH2:15][CH2:16][CH2:17][N:12]([CH2:11][C:10]2[CH:19]=[CH:20][CH:21]=[C:8]([O:1][C:2]3[CH:3]=[CH:4][CH:5]=[CH:6][CH:7]=3)[CH:9]=2)[C:13]1=[O:18])=[O:36])[CH3:33]. The catalyst class is: 1. (5) Reactant: [Cl:1][C:2]1[CH:10]=[N:9][CH:8]=[CH:7][C:3]=1[C:4](O)=[O:5].S(Cl)([Cl:13])=O. Product: [ClH:1].[Cl:1][C:2]1[CH:10]=[N:9][CH:8]=[CH:7][C:3]=1[C:4]([Cl:13])=[O:5]. The catalyst class is: 11. (6) Reactant: CSC.B.[Br:5][CH2:6][C:7]1[CH:8]=[C:9]([CH2:14][C:15](O)=[O:16])[CH:10]=[C:11]([CH3:13])[CH:12]=1. Product: [Br:5][CH2:6][C:7]1[CH:8]=[C:9]([CH2:14][CH2:15][OH:16])[CH:10]=[C:11]([CH3:13])[CH:12]=1. The catalyst class is: 1. (7) Reactant: [O:1]1[CH2:6][CH2:5][CH:4]([OH:7])[CH2:3][CH2:2]1.[CH3:8][C:9]1[CH:14]=[CH:13][C:12]([S:15](Cl)(=[O:17])=[O:16])=[CH:11][CH:10]=1.O. Product: [CH3:8][C:9]1[CH:14]=[CH:13][C:12]([S:15]([O:7][CH:4]2[CH2:5][CH2:6][O:1][CH2:2][CH2:3]2)(=[O:17])=[O:16])=[CH:11][CH:10]=1. The catalyst class is: 17. (8) Reactant: [CH3:1][C:2]1[O:3][C:4]2[C:9]([C:10](=[O:12])[CH:11]=1)=[CH:8][CH:7]=[CH:6][C:5]=2[CH:13]=O.[CH3:15][C:16](=O)[CH2:17][C:18](=[O:20])[CH3:19].[NH2:22]/[C:23](/[CH3:32])=[CH:24]\[C:25]([O:27][CH:28]1[CH2:31][CH2:30][CH2:29]1)=[O:26].C(O)(=O)C. Product: [C:18]([C:17]1[CH:13]([C:5]2[CH:6]=[CH:7][CH:8]=[C:9]3[C:4]=2[O:3][C:2]([CH3:1])=[CH:11][C:10]3=[O:12])[C:24]([C:25]([O:27][CH:28]2[CH2:31][CH2:30][CH2:29]2)=[O:26])=[C:23]([CH3:32])[NH:22][C:16]=1[CH3:15])(=[O:20])[CH3:19]. The catalyst class is: 41. (9) The catalyst class is: 3. Product: [Si:23]([O:1][CH2:2][C:3]([N:6]1[C:11](=[O:12])[CH:10]=[CH:9][C:8]([C:13]([O:15][CH3:16])=[O:14])=[CH:7]1)([CH3:5])[CH3:4])([C:26]([CH3:29])([CH3:28])[CH3:27])([CH3:25])[CH3:24]. Reactant: [OH:1][CH2:2][C:3]([N:6]1[C:11](=[O:12])[CH:10]=[CH:9][C:8]([C:13]([O:15][CH3:16])=[O:14])=[CH:7]1)([CH3:5])[CH3:4].N1C=CN=C1.Cl[Si:23]([C:26]([CH3:29])([CH3:28])[CH3:27])([CH3:25])[CH3:24]. (10) Reactant: [CH2:1]([CH:4]([C:19]([O:21]C1C(Cl)=C(Cl)C(Cl)=C(Cl)C=1Cl)=O)[C:5]([O:7]C1C(Cl)=C(Cl)C(Cl)=C(Cl)C=1Cl)=O)[CH:2]=[CH2:3].C(N(CC)CC)C.[NH2:40][C:41]1[CH:46]=[C:45]([O:47][CH3:48])[CH:44]=[CH:43][N:42]=1. Product: [CH2:1]([C:4]1[C:5](=[O:7])[N:42]2[CH:43]=[CH:44][C:45]([O:47][CH3:48])=[CH:46][C:41]2=[N:40][C:19]=1[OH:21])[CH:2]=[CH2:3]. The catalyst class is: 21.